From a dataset of Full USPTO retrosynthesis dataset with 1.9M reactions from patents (1976-2016). Predict the reactants needed to synthesize the given product. (1) The reactants are: [F:1][C:2]([F:16])([F:15])[C:3]1[CH:4]=[C:5]([C:12]([OH:14])=O)[C:6](=[CH:10][CH:11]=1)[C:7]([OH:9])=O.[NH2:17][CH2:18][C:19]([OH:21])=[O:20].[CH3:22]O. Given the product [CH3:22][O:20][C:19](=[O:21])[CH2:18][N:17]1[C:12](=[O:14])[C:5]2[C:6](=[CH:10][CH:11]=[C:3]([C:2]([F:1])([F:16])[F:15])[CH:4]=2)[C:7]1=[O:9], predict the reactants needed to synthesize it. (2) Given the product [C:15]([C:12]1[CH:11]=[CH:10][C:9]([C@H:8]2[N:7]3[N:17]=[C:18]([NH:20][CH2:31][CH3:32])[N:19]=[C:6]3[N:5]([C:33]3[CH:38]=[CH:37][CH:36]=[C:35]([C:39]([F:41])([F:42])[F:40])[CH:34]=3)[C:4]([CH3:43])=[C:3]2[C:1]#[N:2])=[CH:14][CH:13]=1)#[N:16], predict the reactants needed to synthesize it. The reactants are: [C:1]([C:3]1[C@@H:8]([C:9]2[CH:14]=[CH:13][C:12]([C:15]#[N:16])=[CH:11][CH:10]=2)[N:7]2[N:17]=[C:18]([N:20]([CH2:31][CH3:32])C(=O)OCC3C=CC=CC=3)[N:19]=[C:6]2[N:5]([C:33]2[CH:38]=[CH:37][CH:36]=[C:35]([C:39]([F:42])([F:41])[F:40])[CH:34]=2)[C:4]=1[CH3:43])#[N:2]. (3) Given the product [Cl:8][C:9]1[CH:10]=[C:11]([C:16]2[CH:37]=[CH:36][C:19]3[NH:20][C:21]([NH:23][C:24]([C:26]4[N:27]=[C:28]5[CH:33]=[CH:32][C:31]([O:7][CH2:6][C@@H:2]6[CH2:3][CH2:4][CH2:5][O:1]6)=[N:30][N:29]5[CH:35]=4)=[O:25])=[N:22][C:18]=3[CH:17]=2)[CH:12]=[C:13]([F:15])[CH:14]=1, predict the reactants needed to synthesize it. The reactants are: [O:1]1[CH2:5][CH2:4][CH2:3][C@H:2]1[CH2:6][OH:7].[Cl:8][C:9]1[CH:10]=[C:11]([C:16]2[CH:37]=[CH:36][C:19]3[NH:20][C:21]([NH:23][C:24]([C:26]4[N:27]=[C:28]5[CH:33]=[CH:32][C:31](Cl)=[N:30][N:29]5[CH:35]=4)=[O:25])=[N:22][C:18]=3[CH:17]=2)[CH:12]=[C:13]([F:15])[CH:14]=1.O. (4) Given the product [Cl:22][C:23]1[N:28]=[C:27]([N:19]2[CH2:20][CH2:21][C@H:17]([N:4]([CH2:2][CH3:3])[C:5]3[CH:12]=[CH:11][C:8]([C:9]#[N:10])=[C:7]([C:13]([F:15])([F:14])[F:16])[CH:6]=3)[CH2:18]2)[CH:26]=[CH:25][N:24]=1, predict the reactants needed to synthesize it. The reactants are: Cl.[CH2:2]([N:4]([C@H:17]1[CH2:21][CH2:20][NH:19][CH2:18]1)[C:5]1[CH:12]=[CH:11][C:8]([C:9]#[N:10])=[C:7]([C:13]([F:16])([F:15])[F:14])[CH:6]=1)[CH3:3].[Cl:22][C:23]1[N:28]=[C:27](Cl)[CH:26]=[CH:25][N:24]=1.CCN(C(C)C)C(C)C. (5) Given the product [Cl:1][C:2]1[CH:3]=[C:4]2[C:9](=[CH:10][CH:11]=1)[CH2:8][N:7]([S:12]([CH2:15][CH2:16][C:17]([N:55]1[CH2:54][CH2:53][CH:52]([N:50]3[CH2:51][C:47]4=[CH:46][N:45]=[C:44]([CH3:43])[N:48]4[C:49]3=[O:58])[CH2:57][CH2:56]1)=[O:19])(=[O:13])=[O:14])[CH2:6][CH2:5]2, predict the reactants needed to synthesize it. The reactants are: [Cl:1][C:2]1[CH:3]=[C:4]2[C:9](=[CH:10][CH:11]=1)[CH2:8][N:7]([S:12]([CH2:15][CH2:16][C:17]([OH:19])=O)(=[O:14])=[O:13])[CH2:6][CH2:5]2.CCN=C=NCCCN(C)C.C1C=CC2N(O)N=NC=2C=1.Cl.Cl.[CH3:43][C:44]1[N:48]2[C:49](=[O:58])[N:50]([CH:52]3[CH2:57][CH2:56][NH:55][CH2:54][CH2:53]3)[CH2:51][C:47]2=[CH:46][N:45]=1. (6) Given the product [C:18]([C@H:17]1[O:16][C@H:15]2[C@H:11]([N:12]=[C:13]([N:21]([CH3:29])[C:22](=[O:28])[O:23][C:24]([CH3:26])([CH3:27])[CH3:25])[S:14]2)[CH2:10][C@@H:9]1[O:8][CH2:1][C:2]1[CH:3]=[CH:4][CH:5]=[CH:6][CH:7]=1)(=[O:20])[CH3:19], predict the reactants needed to synthesize it. The reactants are: [CH2:1]([O:8][C@@H:9]1[C@@H:17]([CH:18]([OH:20])[CH3:19])[O:16][C@H:15]2[C@H:11]([N:12]=[C:13]([N:21]([CH3:29])[C:22](=[O:28])[O:23][C:24]([CH3:27])([CH3:26])[CH3:25])[S:14]2)[CH2:10]1)[C:2]1[CH:7]=[CH:6][CH:5]=[CH:4][CH:3]=1. (7) Given the product [C:1]([NH:4][CH2:5][CH2:6][C:7]1[C:15]2[C:10](=[CH:11][C:12]([F:18])=[C:13]([O:16][CH3:17])[CH:14]=2)[NH:9][C:8]=1[C:19]([NH:25][CH3:22])=[O:21])(=[O:3])[CH3:2], predict the reactants needed to synthesize it. The reactants are: [C:1]([NH:4][CH2:5][CH2:6][C:7]1[C:15]2[C:10](=[CH:11][C:12]([F:18])=[C:13]([O:16][CH3:17])[CH:14]=2)[NH:9][C:8]=1[C:19]([OH:21])=O)(=[O:3])[CH3:2].[CH:22]([N:25](C(C)C)CC)(C)C.Cl.CN.F[P-](F)(F)(F)(F)F.N1(OC(N(C)C)=[N+](C)C)C2N=CC=CC=2N=N1.